From a dataset of Catalyst prediction with 721,799 reactions and 888 catalyst types from USPTO. Predict which catalyst facilitates the given reaction. Product: [CH2:7]([CH:8]1[O:20][CH:9]1[CH2:10][OH:11])[C:1]1[CH:6]=[CH:5][CH:4]=[CH:3][CH:2]=1. The catalyst class is: 2. Reactant: [C:1]1([CH2:7]/[CH:8]=[CH:9]/[CH2:10][OH:11])[CH:6]=[CH:5][CH:4]=[CH:3][CH:2]=1.ClC1C=CC=C(C(OO)=[O:20])C=1.